Predict which catalyst facilitates the given reaction. From a dataset of Catalyst prediction with 721,799 reactions and 888 catalyst types from USPTO. The catalyst class is: 8. Product: [P:1]([O-:5])([OH:4])([OH:3])=[O:2].[CH2:6]([NH3+:9])[CH:7]=[CH2:8]. Reactant: [P:1](=[O:5])([OH:4])([OH:3])[OH:2].[CH2:6]([NH2:9])[CH:7]=[CH2:8].